Dataset: Forward reaction prediction with 1.9M reactions from USPTO patents (1976-2016). Task: Predict the product of the given reaction. (1) Given the reactants [CH2:1]([O:3][P:4]([CH2:9][C:10]1[CH:15]=[CH:14][C:13]([NH:16][C:17]2[N:22]=[C:21](Cl)[C:20]([C:24]([F:27])([F:26])[F:25])=[CH:19][N:18]=2)=[C:12]([O:28][CH3:29])[CH:11]=1)(=[O:8])[O:5][CH2:6][CH3:7])[CH3:2].[NH2:30][C:31]1[CH:32]=[CH:33][C:34]([N:42]2[CH2:47][CH2:46][CH:45]([C:48]([O:50]C)=[O:49])[CH2:44][CH2:43]2)=[C:35]2[C:39]=1[C:38](=[O:40])[N:37]([CH3:41])[CH2:36]2.[F:52][C:53]([F:58])([F:57])[C:54]([OH:56])=[O:55].C(O)C(F)(F)F.O.[OH-].[Li+], predict the reaction product. The product is: [CH2:6]([O:5][P:4]([CH2:9][C:10]1[CH:15]=[CH:14][C:13]([NH:16][C:17]2[N:22]=[C:21]([NH:30][C:31]3[CH:32]=[CH:33][C:34]([N:42]4[CH2:43][CH2:44][CH:45]([C:48]([OH:50])=[O:49])[CH2:46][CH2:47]4)=[C:35]4[C:39]=3[C:38](=[O:40])[N:37]([CH3:41])[CH2:36]4)[C:20]([C:24]([F:26])([F:27])[F:25])=[CH:19][N:18]=2)=[C:12]([O:28][CH3:29])[CH:11]=1)([O:3][CH2:1][CH3:2])=[O:8])[CH3:7].[F:52][C:53]([F:58])([F:57])[C:54]([OH:56])=[O:55]. (2) Given the reactants CN(C1C=CC=CN=1)C.[C:18](O[C:18]([O:20][C:21]([CH3:24])([CH3:23])[CH3:22])=[O:19])([O:20][C:21]([CH3:24])([CH3:23])[CH3:22])=[O:19].[CH3:25][C:26]1[C:34]2[C:29](=[CH:30][CH:31]=[CH:32][CH:33]=2)[NH:28][CH:27]=1, predict the reaction product. The product is: [C:21]([O:20][C:18]([N:28]1[C:29]2[C:34](=[CH:33][CH:32]=[CH:31][CH:30]=2)[C:26]([CH3:25])=[CH:27]1)=[O:19])([CH3:22])([CH3:23])[CH3:24]. (3) Given the reactants [CH3:1][C:2]1[CH:7]=[CH:6][CH:5]=[C:4]([C:8]2[CH:13]=[C:12]([CH3:14])[CH:11]=[C:10]([CH3:15])[CH:9]=2)[C:3]=1[CH:16]=[O:17].OO.[O-:20]Cl=O.[Na+], predict the reaction product. The product is: [CH3:1][C:2]1[CH:7]=[CH:6][CH:5]=[C:4]([C:8]2[CH:9]=[C:10]([CH3:15])[CH:11]=[C:12]([CH3:14])[CH:13]=2)[C:3]=1[C:16]([OH:20])=[O:17]. (4) Given the reactants [Cl:1][C:2]1[CH:10]=[C:9]2[C:5]([CH:6]([C:12]3[CH:13]=[N:14][CH:15]=[CH:16][CH:17]=3)[C:7](=[O:11])[NH:8]2)=[CH:4][CH:3]=1.[Cl:18][C:19]1[CH:20]=[C:21]([CH:24]=[CH:25][CH:26]=1)[CH2:22]Br.[I-].[K+].C(=O)([O-])[O-].[K+].[K+], predict the reaction product. The product is: [Cl:1][C:2]1[CH:10]=[C:9]2[C:5]([C:6]([CH2:22][C:21]3[CH:24]=[CH:25][CH:26]=[C:19]([Cl:18])[CH:20]=3)([C:12]3[CH:13]=[N:14][CH:15]=[CH:16][CH:17]=3)[C:7](=[O:11])[NH:8]2)=[CH:4][CH:3]=1. (5) Given the reactants [CH2:1]([O:3][C:4]([N:6]1[CH2:11][CH2:10][N:9]([C:12](=[O:46])[C@@H:13]([NH:23][C:24]([C:26]2[CH:30]=[C:29]([O:31][CH2:32][C:33]([O:35][CH2:36][CH3:37])=[O:34])[N:28]([C:38]3[CH:43]=[CH:42][CH:41]=[C:40]([O:44][CH3:45])[CH:39]=3)[N:27]=2)=[O:25])[CH2:14][CH2:15][C:16]([O:18]C(C)(C)C)=[O:17])[CH2:8][CH2:7]1)=[O:5])[CH3:2].C1(C)C=CC=CC=1, predict the reaction product. The product is: [CH2:1]([O:3][C:4]([N:6]1[CH2:11][CH2:10][N:9]([C:12](=[O:46])[C@@H:13]([NH:23][C:24]([C:26]2[CH:30]=[C:29]([O:31][CH2:32][C:33]([O:35][CH2:36][CH3:37])=[O:34])[N:28]([C:38]3[CH:43]=[CH:42][CH:41]=[C:40]([O:44][CH3:45])[CH:39]=3)[N:27]=2)=[O:25])[CH2:14][CH2:15][C:16]([OH:18])=[O:17])[CH2:8][CH2:7]1)=[O:5])[CH3:2].